From a dataset of Full USPTO retrosynthesis dataset with 1.9M reactions from patents (1976-2016). Predict the reactants needed to synthesize the given product. (1) Given the product [CH3:8][C:5]1[CH:6]=[CH:7][C:2]2[N:1]=[C:20]([C:17]3[CH:18]=[CH:19][N:14]=[CH:15][CH:16]=3)[S:9][C:3]=2[CH:4]=1, predict the reactants needed to synthesize it. The reactants are: [NH2:1][C:2]1[CH:7]=[CH:6][C:5]([CH3:8])=[CH:4][C:3]=1[SH:9].C(O)(=O)C.[N:14]1[CH:19]=[CH:18][C:17]([CH:20]=O)=[CH:16][CH:15]=1. (2) The reactants are: [Br:1][C:2]1[N:7]=[C:6]([C:8](O)=O)[CH:5]=[CH:4][CH:3]=1.[C:11]([NH2:20])(=O)[C:12]1[C:13](=[CH:15][CH:16]=[CH:17][CH:18]=1)[NH2:14].[Cl:21][C:22]1[CH:28]=[CH:27][C:25]([NH2:26])=[CH:24][CH:23]=1. Given the product [Br:1][C:2]1[N:7]=[C:6]([C:8]2[N:20]=[C:11]([NH:26][C:25]3[CH:27]=[CH:28][C:22]([Cl:21])=[CH:23][CH:24]=3)[C:12]3[C:13](=[CH:15][CH:16]=[CH:17][CH:18]=3)[N:14]=2)[CH:5]=[CH:4][CH:3]=1, predict the reactants needed to synthesize it. (3) Given the product [CH3:24][C@@:7]12[CH2:8][CH2:9][C@@H:10]3[C@:15]([CH3:21])([CH2:14][CH2:13][CH2:12][C:11]3([CH3:23])[CH3:22])[C@H:16]1[CH2:17][S:18][C:19]1[C:6]2=[CH:5][CH:4]=[C:3]([OH:2])[CH:20]=1, predict the reactants needed to synthesize it. The reactants are: C[O:2][C:3]1[CH:20]=[C:19]2[C:6]([C@@:7]3([CH3:24])[C@H:16]([CH2:17][S:18]2)[C@:15]2([CH3:21])[C@H:10]([C:11]([CH3:23])([CH3:22])[CH2:12][CH2:13][CH2:14]2)[CH2:9][CH2:8]3)=[CH:5][CH:4]=1.B(Br)(Br)Br. (4) Given the product [CH2:12]([O:14][C:15]1[CH:16]=[CH:17][CH:18]=[C:19]([O:11][CH2:10][C:3]2[C:4]([CH3:8])([CH3:9])[CH2:5][CH2:6][CH2:7][C:2]=2[CH3:1])[CH:20]=1)[CH3:13], predict the reactants needed to synthesize it. The reactants are: [CH3:1][C:2]1[CH2:7][CH2:6][CH2:5][C:4]([CH3:9])([CH3:8])[C:3]=1[CH2:10][OH:11].[CH2:12]([O:14][C:15]1[CH:16]=[C:17](O)[CH:18]=[CH:19][CH:20]=1)[CH3:13].C1(P(C2C=CC=CC=2)C2C=CC=CC=2)C=CC=CC=1.N(C(OCC)=O)=NC(OCC)=O. (5) Given the product [CH2:1]([N:8]1[C:12]2[CH:13]=[C:14]([OH:17])[CH:15]=[CH:16][C:11]=2[N:10]=[C:9]1[Cl:19])[C:2]1[CH:3]=[CH:4][CH:5]=[CH:6][CH:7]=1, predict the reactants needed to synthesize it. The reactants are: [CH2:1]([N:8]1[C:12]2[CH:13]=[C:14]([O:17]C)[CH:15]=[CH:16][C:11]=2[N:10]=[C:9]1[Cl:19])[C:2]1[CH:7]=[CH:6][CH:5]=[CH:4][CH:3]=1.Br.C(=O)(O)[O-].[Na+].